Dataset: Forward reaction prediction with 1.9M reactions from USPTO patents (1976-2016). Task: Predict the product of the given reaction. (1) Given the reactants C([N:8](CC1C=CC=CC=1)[C@@H:9]1[C:15](=[O:16])[N:14]([CH2:17][C:18]([F:21])([F:20])[F:19])[C:13]2[CH:22]=[C:23]([F:26])[CH:24]=[CH:25][C:12]=2[O:11][C@@H:10]1[CH2:27][CH3:28])C1C=CC=CC=1, predict the reaction product. The product is: [NH2:8][C@@H:9]1[C:15](=[O:16])[N:14]([CH2:17][C:18]([F:19])([F:21])[F:20])[C:13]2[CH:22]=[C:23]([F:26])[CH:24]=[CH:25][C:12]=2[O:11][C@@H:10]1[CH2:27][CH3:28]. (2) Given the reactants [CH3:1][O:2][C:3]1[CH:15]=[C:14]([N+:16]([O-])=O)[CH:13]=[CH:12][C:4]=1[O:5][CH2:6][CH2:7][N:8]1[CH2:11][CH2:10][CH2:9]1, predict the reaction product. The product is: [N:8]1([CH2:7][CH2:6][O:5][C:4]2[CH:12]=[CH:13][C:14]([NH2:16])=[CH:15][C:3]=2[O:2][CH3:1])[CH2:11][CH2:10][CH2:9]1. (3) Given the reactants [O:1]1[CH:6]=[CH:5][CH2:4][CH2:3][CH2:2]1.[I:7][C:8]1[CH:13]=[CH:12][C:11]([CH2:14][CH2:15][CH2:16][OH:17])=[CH:10][CH:9]=1, predict the reaction product. The product is: [I:7][C:8]1[CH:9]=[CH:10][C:11]([CH2:14][CH2:15][CH2:16][O:17][CH:6]2[CH2:5][CH2:4][CH2:3][CH2:2][O:1]2)=[CH:12][CH:13]=1. (4) Given the reactants [N:1]12[CH2:9][CH2:8][CH:5]([CH2:6][CH2:7]1)[NH:4][CH2:3][CH2:2]2.C(S[C:18]1[O:19][C:20]([C:23]2[O:24][C:25]([Br:28])=[CH:26][CH:27]=2)=[N:21][N:22]=1)C1C=CC=CC=1.C(N(CC)C(C)C)(C)C, predict the reaction product. The product is: [Br:28][C:25]1[O:24][C:23]([C:20]2[O:19][C:18]([N:4]3[CH:5]4[CH2:8][CH2:9][N:1]([CH2:7][CH2:6]4)[CH2:2][CH2:3]3)=[N:22][N:21]=2)=[CH:27][CH:26]=1. (5) Given the reactants [O:1]=[C:2]1[N:11]([CH:12]2[CH2:17][CH2:16][N:15]([C:18]([NH:20][C@H:21]([CH2:25][C:26]3[CH:27]=[C:28]4[C:32](=[CH:33][CH:34]=3)[N:31]([S:35]([CH2:38][CH2:39][Si:40]([CH3:43])([CH3:42])[CH3:41])(=[O:37])=[O:36])[N:30]=[CH:29]4)[C:22](O)=[O:23])=[O:19])[CH2:14][CH2:13]2)[CH2:10][C:9]2[C:4](=[CH:5][CH:6]=[CH:7][CH:8]=2)[NH:3]1.C(N(CC)C(C)C)(C)C.[N:53]1([CH:59]2[CH2:64][CH2:63][NH:62][CH2:61][CH2:60]2)[CH2:58][CH2:57][CH2:56][CH2:55][CH2:54]1.C1CN([P+](ON2N=NC3C=CC=CC2=3)(N2CCCC2)N2CCCC2)CC1.F[P-](F)(F)(F)(F)F, predict the reaction product. The product is: [N:53]1([CH:59]2[CH2:64][CH2:63][N:62]([C:22](=[O:23])[C@H:21]([NH:20][C:18]([N:15]3[CH2:16][CH2:17][CH:12]([N:11]4[CH2:10][C:9]5[C:4](=[CH:5][CH:6]=[CH:7][CH:8]=5)[NH:3][C:2]4=[O:1])[CH2:13][CH2:14]3)=[O:19])[CH2:25][C:26]3[CH:27]=[C:28]4[C:32](=[CH:33][CH:34]=3)[N:31]([S:35]([CH2:38][CH2:39][Si:40]([CH3:43])([CH3:41])[CH3:42])(=[O:36])=[O:37])[N:30]=[CH:29]4)[CH2:61][CH2:60]2)[CH2:58][CH2:57][CH2:56][CH2:55][CH2:54]1. (6) Given the reactants [N:1]1([S:6]([C:9]2[CH:10]=[C:11]([C:15]3[N:23]4[C:18]([CH:19]=[N:20][C:21](O)=[N:22]4)=[CH:17][CH:16]=3)[CH:12]=[CH:13][CH:14]=2)(=[O:8])=[O:7])[CH2:5][CH2:4][CH2:3][CH2:2]1.[NH2:25][C:26]1[CH:27]=[CH:28][C:29]2[N:33]=[C:32]([CH2:34][OH:35])[NH:31][C:30]=2[CH:36]=1.C1(N)C(F)=C(F)C(F)=C(N)C=1F.Cl.Cl, predict the reaction product. The product is: [N:1]1([S:6]([C:9]2[CH:10]=[C:11]([C:15]3[N:23]4[C:18]([CH:19]=[N:20][C:21]([NH:25][C:26]5[CH:27]=[CH:28][C:29]6[N:33]=[C:32]([CH2:34][OH:35])[NH:31][C:30]=6[CH:36]=5)=[N:22]4)=[CH:17][CH:16]=3)[CH:12]=[CH:13][CH:14]=2)(=[O:7])=[O:8])[CH2:2][CH2:3][CH2:4][CH2:5]1. (7) Given the reactants [N:1]1[CH:6]=[CH:5][CH:4]=[C:3]([NH2:7])[CH:2]=1.[F:8][C:9]1[C:14]2[CH2:15][CH2:16][CH:17]([N:26]3[CH:30]=[C:29]([C:31]4[CH:36]=[CH:35][C:34](I)=[C:33]([O:38][CH3:39])[CH:32]=4)[N:28]=[N:27]3)[C:18](=[O:25])[N:19]([CH2:20][C:21]([F:24])([F:23])[F:22])[C:13]=2[CH:12]=[CH:11][CH:10]=1.C(=O)([O-])[O-].[K+].[K+].CC(C1C=C(C(C)C)C(C2C=CC=CC=2P(C2CCCCC2)C2CCCCC2)=C(C(C)C)C=1)C, predict the reaction product. The product is: [F:8][C:9]1[C:14]2[CH2:15][CH2:16][CH:17]([N:26]3[CH:30]=[C:29]([C:31]4[CH:36]=[CH:35][C:34]([NH:7][C:3]5[CH:2]=[N:1][CH:6]=[CH:5][CH:4]=5)=[C:33]([O:38][CH3:39])[CH:32]=4)[N:28]=[N:27]3)[C:18](=[O:25])[N:19]([CH2:20][C:21]([F:22])([F:23])[F:24])[C:13]=2[CH:12]=[CH:11][CH:10]=1.